From a dataset of NCI-60 drug combinations with 297,098 pairs across 59 cell lines. Regression. Given two drug SMILES strings and cell line genomic features, predict the synergy score measuring deviation from expected non-interaction effect. (1) Drug 1: C1CC(=O)NC(=O)C1N2C(=O)C3=CC=CC=C3C2=O. Drug 2: CCC1(C2=C(COC1=O)C(=O)N3CC4=CC5=C(C=CC(=C5CN(C)C)O)N=C4C3=C2)O.Cl. Cell line: HL-60(TB). Synergy scores: CSS=12.7, Synergy_ZIP=-18.1, Synergy_Bliss=-32.2, Synergy_Loewe=-57.4, Synergy_HSA=-28.8. (2) Drug 1: CN1CCC(CC1)COC2=C(C=C3C(=C2)N=CN=C3NC4=C(C=C(C=C4)Br)F)OC. Drug 2: C1=CC=C(C=C1)NC(=O)CCCCCCC(=O)NO. Cell line: A549. Synergy scores: CSS=15.0, Synergy_ZIP=-4.17, Synergy_Bliss=2.25, Synergy_Loewe=1.92, Synergy_HSA=3.37. (3) Drug 1: CCCS(=O)(=O)NC1=C(C(=C(C=C1)F)C(=O)C2=CNC3=C2C=C(C=N3)C4=CC=C(C=C4)Cl)F. Drug 2: C1C(C(OC1N2C=NC3=C2NC=NCC3O)CO)O. Cell line: SF-295. Synergy scores: CSS=7.21, Synergy_ZIP=-1.26, Synergy_Bliss=3.53, Synergy_Loewe=3.85, Synergy_HSA=3.89. (4) Drug 1: CCC1=CC2CC(C3=C(CN(C2)C1)C4=CC=CC=C4N3)(C5=C(C=C6C(=C5)C78CCN9C7C(C=CC9)(C(C(C8N6C)(C(=O)OC)O)OC(=O)C)CC)OC)C(=O)OC.C(C(C(=O)O)O)(C(=O)O)O. Drug 2: CC1C(C(CC(O1)OC2CC(OC(C2O)C)OC3=CC4=CC5=C(C(=O)C(C(C5)C(C(=O)C(C(C)O)O)OC)OC6CC(C(C(O6)C)O)OC7CC(C(C(O7)C)O)OC8CC(C(C(O8)C)O)(C)O)C(=C4C(=C3C)O)O)O)O. Cell line: HCC-2998. Synergy scores: CSS=67.1, Synergy_ZIP=10.8, Synergy_Bliss=12.3, Synergy_Loewe=8.99, Synergy_HSA=12.5. (5) Drug 1: CC12CCC3C(C1CCC2=O)CC(=C)C4=CC(=O)C=CC34C. Drug 2: CC1=C(C=C(C=C1)C(=O)NC2=CC(=CC(=C2)C(F)(F)F)N3C=C(N=C3)C)NC4=NC=CC(=N4)C5=CN=CC=C5. Cell line: HCC-2998. Synergy scores: CSS=44.4, Synergy_ZIP=4.84, Synergy_Bliss=0.239, Synergy_Loewe=-4.14, Synergy_HSA=-4.32.